From a dataset of Forward reaction prediction with 1.9M reactions from USPTO patents (1976-2016). Predict the product of the given reaction. (1) Given the reactants [C:1](#[N:3])[CH3:2].[Li]CCCC.[CH:9]1([C:13](OC)=[O:14])[CH2:12][CH2:11][CH2:10]1, predict the reaction product. The product is: [CH:9]1([C:13](=[O:14])[CH2:2][C:1]#[N:3])[CH2:12][CH2:11][CH2:10]1. (2) Given the reactants [CH:1]1([CH:4]([C:6]2[C:7]([Cl:13])=[N:8][CH:9]=[N:10][C:11]=2[Cl:12])[OH:5])[CH2:3][CH2:2]1, predict the reaction product. The product is: [CH:1]1([C:4]([C:6]2[C:7]([Cl:13])=[N:8][CH:9]=[N:10][C:11]=2[Cl:12])=[O:5])[CH2:2][CH2:3]1. (3) Given the reactants [O:1]=[C:2]1[N:6]([C@@H:7]2[CH2:12][CH2:11][N:10]([C:13]([O:15][C:16]([CH3:19])([CH3:18])[CH3:17])=[O:14])[CH2:9][C@H:8]2[F:20])[C:5](=[O:21])[CH2:4][S:3]1.[Cl:22][C:23]1[CH:40]=[CH:39][C:26]([CH2:27][N:28]2[C:36]3[C:31](=[CH:32][C:33]([CH:37]=O)=[CH:34][CH:35]=3)[CH:30]=[N:29]2)=[C:25]([C:41]([F:44])([F:43])[F:42])[CH:24]=1, predict the reaction product. The product is: [Cl:22][C:23]1[CH:40]=[CH:39][C:26]([CH2:27][N:28]2[C:36]3[C:31](=[CH:32][C:33](/[CH:37]=[C:4]4/[C:5](=[O:21])[N:6]([C@@H:7]5[CH2:12][CH2:11][N:10]([C:13]([O:15][C:16]([CH3:17])([CH3:18])[CH3:19])=[O:14])[CH2:9][C@H:8]5[F:20])[C:2](=[O:1])[S:3]/4)=[CH:34][CH:35]=3)[CH:30]=[N:29]2)=[C:25]([C:41]([F:42])([F:44])[F:43])[CH:24]=1. (4) Given the reactants [C:1]1([C:11]2[CH:16]=[CH:15][CH:14]=[CH:13][CH:12]=2)[CH:6]=[CH:5][C:4]([CH2:7][C:8](O)=[O:9])=[CH:3][CH:2]=1.Cl.[CH3:18][NH:19][O:20][CH3:21].Cl.CN(C)CCCN=C=NCC.OC1C2N=NNC=2C=CC=1.C(N(CC)CC)C, predict the reaction product. The product is: [C:1]1([C:11]2[CH:16]=[CH:15][CH:14]=[CH:13][CH:12]=2)[CH:6]=[CH:5][C:4]([CH2:7][C:8]([N:19]([O:20][CH3:21])[CH3:18])=[O:9])=[CH:3][CH:2]=1. (5) Given the reactants [N+:1]([C:4]1[CH:9]=[CH:8][C:7]([S:10][CH2:11][C:12]2[NH:16][N:15]=[N:14][N:13]=2)=[CH:6][CH:5]=1)([O-:3])=[O:2].C(=O)([O-])[O-].[K+].[K+].I[CH2:24][CH3:25], predict the reaction product. The product is: [CH2:24]([N:13]1[C:12]([CH2:11][S:10][C:7]2[CH:8]=[CH:9][C:4]([N+:1]([O-:3])=[O:2])=[CH:5][CH:6]=2)=[N:16][N:15]=[N:14]1)[CH3:25].[CH2:24]([N:14]1[N:15]=[N:16][C:12]([CH2:11][S:10][C:7]2[CH:8]=[CH:9][C:4]([N+:1]([O-:3])=[O:2])=[CH:5][CH:6]=2)=[N:13]1)[CH3:25]. (6) Given the reactants C(Cl)(=O)C(Cl)=O.CS(C)=O.[CH2:11]([O:13][C:14]1[CH:15]=[C:16]([CH:44]=[CH:45][C:46]=1[O:47][CH3:48])[CH2:17][C:18]1[NH:23][C:22](=[O:24])[C:21]([CH:25]([NH:28][C:29](=[O:43])[CH:30]([CH:40]([OH:42])[CH3:41])[CH2:31][CH2:32][CH2:33][C:34]2[CH:39]=[CH:38][CH:37]=[CH:36][CH:35]=2)[CH2:26][CH3:27])=[N:20][N:19]=1)[CH3:12].C(N(C(C)C)C(C)C)C, predict the reaction product. The product is: [C:40]([CH:30]([CH2:31][CH2:32][CH2:33][C:34]1[CH:39]=[CH:38][CH:37]=[CH:36][CH:35]=1)[C:29]([NH:28][CH:25]([C:21]1[C:22](=[O:24])[NH:23][C:18]([CH2:17][C:16]2[CH:44]=[CH:45][C:46]([O:47][CH3:48])=[C:14]([O:13][CH2:11][CH3:12])[CH:15]=2)=[N:19][N:20]=1)[CH2:26][CH3:27])=[O:43])(=[O:42])[CH3:41]. (7) Given the reactants CN(C(ON1N=NC2C=CC=NC1=2)=[N+](C)C)C.F[P-](F)(F)(F)(F)F.CCN(C(C)C)C(C)C.[Cl:34][C:35]1[N:43]=[C:42]([CH3:44])[CH:41]=[CH:40][C:36]=1[C:37]([OH:39])=O.[S:45]1[CH:49]=[CH:48][CH:47]=[C:46]1[CH2:50][NH2:51], predict the reaction product. The product is: [Cl:34][C:35]1[N:43]=[C:42]([CH3:44])[CH:41]=[CH:40][C:36]=1[C:37]([NH:51][CH2:50][C:46]1[S:45][CH:49]=[CH:48][CH:47]=1)=[O:39].